Task: Regression. Given two drug SMILES strings and cell line genomic features, predict the synergy score measuring deviation from expected non-interaction effect.. Dataset: NCI-60 drug combinations with 297,098 pairs across 59 cell lines (1) Drug 1: CCN(CC)CCCC(C)NC1=C2C=C(C=CC2=NC3=C1C=CC(=C3)Cl)OC. Drug 2: CC1C(C(CC(O1)OC2CC(CC3=C2C(=C4C(=C3O)C(=O)C5=CC=CC=C5C4=O)O)(C(=O)C)O)N)O. Cell line: KM12. Synergy scores: CSS=32.1, Synergy_ZIP=-7.45, Synergy_Bliss=-12.6, Synergy_Loewe=-22.5, Synergy_HSA=-9.00. (2) Drug 1: C1=C(C(=O)NC(=O)N1)N(CCCl)CCCl. Drug 2: C1C(C(OC1N2C=NC3=C2NC=NCC3O)CO)O. Cell line: UACC62. Synergy scores: CSS=30.0, Synergy_ZIP=-9.46, Synergy_Bliss=-3.32, Synergy_Loewe=-9.17, Synergy_HSA=-3.20. (3) Drug 1: CC12CCC(CC1=CCC3C2CCC4(C3CC=C4C5=CN=CC=C5)C)O. Drug 2: CC=C1C(=O)NC(C(=O)OC2CC(=O)NC(C(=O)NC(CSSCCC=C2)C(=O)N1)C(C)C)C(C)C. Cell line: SW-620. Synergy scores: CSS=32.7, Synergy_ZIP=4.60, Synergy_Bliss=1.65, Synergy_Loewe=-30.3, Synergy_HSA=0.126. (4) Drug 1: CC1=CC=C(C=C1)C2=CC(=NN2C3=CC=C(C=C3)S(=O)(=O)N)C(F)(F)F. Drug 2: CC12CCC3C(C1CCC2OP(=O)(O)O)CCC4=C3C=CC(=C4)OC(=O)N(CCCl)CCCl.[Na+]. Cell line: MOLT-4. Synergy scores: CSS=-0.551, Synergy_ZIP=0.251, Synergy_Bliss=-2.12, Synergy_Loewe=-2.65, Synergy_HSA=-3.02. (5) Drug 2: CC1C(C(CC(O1)OC2CC(CC3=C2C(=C4C(=C3O)C(=O)C5=CC=CC=C5C4=O)O)(C(=O)C)O)N)O. Cell line: MCF7. Drug 1: CC12CCC3C(C1CCC2OP(=O)(O)O)CCC4=C3C=CC(=C4)OC(=O)N(CCCl)CCCl.[Na+]. Synergy scores: CSS=32.7, Synergy_ZIP=3.90, Synergy_Bliss=2.58, Synergy_Loewe=-28.6, Synergy_HSA=-2.78. (6) Drug 1: CN(C(=O)NC(C=O)C(C(C(CO)O)O)O)N=O. Drug 2: C(CN)CNCCSP(=O)(O)O. Cell line: MOLT-4. Synergy scores: CSS=8.96, Synergy_ZIP=-3.23, Synergy_Bliss=-0.900, Synergy_Loewe=0.642, Synergy_HSA=0.475. (7) Drug 1: C1CC(=O)NC(=O)C1N2CC3=C(C2=O)C=CC=C3N. Drug 2: CC=C1C(=O)NC(C(=O)OC2CC(=O)NC(C(=O)NC(CSSCCC=C2)C(=O)N1)C(C)C)C(C)C. Cell line: OVCAR3. Synergy scores: CSS=36.5, Synergy_ZIP=-0.432, Synergy_Bliss=0.0900, Synergy_Loewe=-36.5, Synergy_HSA=1.00. (8) Drug 1: C(CCl)NC(=O)N(CCCl)N=O. Drug 2: COCCOC1=C(C=C2C(=C1)C(=NC=N2)NC3=CC=CC(=C3)C#C)OCCOC.Cl. Cell line: NCIH23. Synergy scores: CSS=6.83, Synergy_ZIP=-6.15, Synergy_Bliss=-8.11, Synergy_Loewe=-4.81, Synergy_HSA=-2.77. (9) Drug 1: C1=CC(=C2C(=C1NCCNCCO)C(=O)C3=C(C=CC(=C3C2=O)O)O)NCCNCCO. Drug 2: C1CN(CCN1C(=O)CCBr)C(=O)CCBr. Cell line: SF-295. Synergy scores: CSS=72.3, Synergy_ZIP=-2.32, Synergy_Bliss=-0.949, Synergy_Loewe=1.31, Synergy_HSA=3.99. (10) Drug 1: CCC1=CC2CC(C3=C(CN(C2)C1)C4=CC=CC=C4N3)(C5=C(C=C6C(=C5)C78CCN9C7C(C=CC9)(C(C(C8N6C)(C(=O)OC)O)OC(=O)C)CC)OC)C(=O)OC.C(C(C(=O)O)O)(C(=O)O)O. Drug 2: CC1CCCC2(C(O2)CC(NC(=O)CC(C(C(=O)C(C1O)C)(C)C)O)C(=CC3=CSC(=N3)C)C)C. Cell line: M14. Synergy scores: CSS=28.2, Synergy_ZIP=2.67, Synergy_Bliss=5.51, Synergy_Loewe=3.84, Synergy_HSA=3.73.